This data is from Peptide-MHC class I binding affinity with 185,985 pairs from IEDB/IMGT. The task is: Regression. Given a peptide amino acid sequence and an MHC pseudo amino acid sequence, predict their binding affinity value. This is MHC class I binding data. The peptide sequence is FQILHDRFF. The MHC is HLA-B51:01 with pseudo-sequence HLA-B51:01. The binding affinity (normalized) is 0.0847.